From a dataset of Full USPTO retrosynthesis dataset with 1.9M reactions from patents (1976-2016). Predict the reactants needed to synthesize the given product. Given the product [C:1]([O:4][CH2:5][CH:6]1[CH2:10][CH2:9][N:8]([C:11]2[CH:16]=[CH:15][C:14]([C:39]3[CH:40]=[CH:41][C:36]([O:35][CH2:34][CH2:33][O:32][CH2:28][CH2:29][CH2:30][CH3:31])=[CH:37][CH:38]=3)=[CH:13][C:12]=2/[CH:18]=[C:19](\[CH3:27])/[C:20]([O:22][C:23]([CH3:26])([CH3:25])[CH3:24])=[O:21])[CH2:7]1)(=[O:3])[CH3:2], predict the reactants needed to synthesize it. The reactants are: [C:1]([O:4][CH2:5][CH:6]1[CH2:10][CH2:9][N:8]([C:11]2[CH:16]=[CH:15][C:14](Br)=[CH:13][C:12]=2/[CH:18]=[C:19](\[CH3:27])/[C:20]([O:22][C:23]([CH3:26])([CH3:25])[CH3:24])=[O:21])[CH2:7]1)(=[O:3])[CH3:2].[CH2:28]([O:32][CH2:33][CH2:34][O:35][C:36]1[CH:41]=[CH:40][C:39](OB(O)O)=[CH:38][CH:37]=1)[CH2:29][CH2:30][CH3:31].C(=O)([O-])[O-].[K+].[K+].